Dataset: Reaction yield outcomes from USPTO patents with 853,638 reactions. Task: Predict the reaction yield, written as a fraction of the theoretical maximum amount of product (1.0 means a 100% yield; for example, 0.34 means a 34% yield). The reactants are [NH2:1][C:2]1[C:11]2[CH:10]=[CH:9][CH:8]=[C:7](Br)[C:6]=2[N:5]=[C:4]2[CH2:13][N:14]([CH:17]3[CH2:19][CH2:18]3)[C:15](=[O:16])[C:3]=12.[F:20][C:21]1[CH:26]=[CH:25][C:24]([F:27])=[CH:23][C:22]=1B(O)O. No catalyst specified. The product is [NH2:1][C:2]1[C:11]2[CH:10]=[CH:9][CH:8]=[C:7]([C:25]3[CH:26]=[C:21]([F:20])[CH:22]=[CH:23][C:24]=3[F:27])[C:6]=2[N:5]=[C:4]2[CH2:13][N:14]([CH:17]3[CH2:19][CH2:18]3)[C:15](=[O:16])[C:3]=12. The yield is 0.770.